Dataset: Catalyst prediction with 721,799 reactions and 888 catalyst types from USPTO. Task: Predict which catalyst facilitates the given reaction. (1) Reactant: Br[C:2]1[C:7]2[C:8](=[O:23])[C:9]3[C:10]([CH:21]=[CH:22][C:6]=2[CH:5]=[CH:4][CH:3]=1)=[N:11][CH:12]=[C:13]([C:15]1[CH:20]=[CH:19][CH:18]=[CH:17][CH:16]=1)[CH:14]=3.[CH3:24]B1OB(C)OB(C)O1.C(=O)([O-])[O-].[K+].[K+]. The catalyst class is: 73. Product: [CH3:24][C:2]1[C:7]2[C:8](=[O:23])[C:9]3[C:10]([CH:21]=[CH:22][C:6]=2[CH:5]=[CH:4][CH:3]=1)=[N:11][CH:12]=[C:13]([C:15]1[CH:20]=[CH:19][CH:18]=[CH:17][CH:16]=1)[CH:14]=3. (2) Reactant: [ClH:1].[Cl:2][C:3]1[CH:8]=[CH:7][C:6]([CH2:9][CH:10]([NH:30]C(=O)[O-])[C:11]([N:13]2[CH2:18][CH2:17][N:16]([C:19]3[C:20]4[CH2:27][S:26](=[O:29])(=[O:28])[CH2:25][C:21]=4[N:22]=[CH:23][N:24]=3)[CH2:15][CH2:14]2)=[O:12])=[CH:5][CH:4]=1. Product: [ClH:2].[ClH:1].[NH2:30][C@H:10]([CH2:9][C:6]1[CH:7]=[CH:8][C:3]([Cl:2])=[CH:4][CH:5]=1)[C:11]([N:13]1[CH2:18][CH2:17][N:16]([C:19]2[C:20]3[CH2:27][S:26](=[O:29])(=[O:28])[CH2:25][C:21]=3[N:22]=[CH:23][N:24]=2)[CH2:15][CH2:14]1)=[O:12]. The catalyst class is: 258. (3) Product: [Cl:27][CH2:14][C:11]1[CH:10]=[C:9]([C:4]2([CH3:3])[O:8][CH2:7][CH2:6][O:5]2)[S:13][CH:12]=1. Reactant: N#N.[CH3:3][C:4]1([C:9]2[S:13][CH:12]=[C:11]([CH2:14]O)[CH:10]=2)[O:8][CH2:7][CH2:6][O:5]1.CCN(CC)CC.S([Cl:27])(C)(=O)=O. The catalyst class is: 64. (4) Reactant: [CH3:1][C:2]1[O:6][C:5]([C:7]2[CH:12]=[CH:11][CH:10]=[CH:9][CH:8]=2)=[N:4][C:3]=1[CH2:13][O:14][C:15]1[N:20]=[CH:19][C:18]([CH2:21][O:22][C:23]2[C:27]([CH2:28][C:29]([O:31]C)=[O:30])=[CH:26][N:25]([C:33]3[CH:38]=[CH:37][CH:36]=[CH:35][CH:34]=3)[N:24]=2)=[CH:17][CH:16]=1.[OH-].[Na+].O1CCCC1.Cl. Product: [CH3:1][C:2]1[O:6][C:5]([C:7]2[CH:8]=[CH:9][CH:10]=[CH:11][CH:12]=2)=[N:4][C:3]=1[CH2:13][O:14][C:15]1[N:20]=[CH:19][C:18]([CH2:21][O:22][C:23]2[C:27]([CH2:28][C:29]([OH:31])=[O:30])=[CH:26][N:25]([C:33]3[CH:38]=[CH:37][CH:36]=[CH:35][CH:34]=3)[N:24]=2)=[CH:17][CH:16]=1. The catalyst class is: 8.